From a dataset of Reaction yield outcomes from USPTO patents with 853,638 reactions. Predict the reaction yield, written as a fraction of the theoretical maximum amount of product (1.0 means a 100% yield; for example, 0.34 means a 34% yield). (1) The reactants are [C:1]([O:7]C)(=O)[CH2:2][C:3]([CH3:5])=O.[CH3:9][C:10]1[C:11]([C:16]2[C:21]([CH3:22])=[CH:20][C:19]([CH3:23])=[CH:18][C:17]=2[CH3:24])=[C:12]([NH2:15])[NH:13][N:14]=1. The catalyst is C(O)(=O)C. The product is [CH3:9][C:10]1[C:11]([C:16]2[C:17]([CH3:24])=[CH:18][C:19]([CH3:23])=[CH:20][C:21]=2[CH3:22])=[C:12]2[NH:15][C:3]([CH3:5])=[CH:2][C:1](=[O:7])[N:13]2[N:14]=1. The yield is 0.655. (2) The product is [CH3:1][O:2][C:3](=[O:47])[NH:4][CH:5]([C:9]([N:11]1[CH2:15][CH2:14][CH2:13][CH:12]1[C:16]1[NH:17][C:18]([C:21]2[CH:30]=[CH:29][C:28]3[C:23](=[CH:24][CH:25]=[C:26]([C:31]4[CH:36]=[CH:35][C:34]([C:37]5[NH:38][C:39]([C@@H:42]6[CH2:46][CH2:45][CH2:44][N:43]6[C:54](=[O:55])[CH:53]([NH:52][C:50]([O:49][CH3:48])=[O:51])[C:57]6[CH:62]=[CH:61][CH:60]=[CH:59][CH:58]=6)=[N:40][CH:41]=5)=[CH:33][CH:32]=4)[CH:27]=3)[CH:22]=2)=[CH:19][N:20]=1)=[O:10])[CH:6]([CH3:8])[CH3:7]. The yield is 0.650. The catalyst is C(Cl)Cl. The reactants are [CH3:1][O:2][C:3](=[O:47])[NH:4][CH:5]([C:9]([N:11]1[CH2:15][CH2:14][CH2:13][CH:12]1[C:16]1[NH:17][C:18]([C:21]2[CH:30]=[CH:29][C:28]3[C:23](=[CH:24][CH:25]=[C:26]([C:31]4[CH:36]=[CH:35][C:34]([C:37]5[NH:38][C:39]([CH:42]6[CH2:46][CH2:45][CH2:44][NH:43]6)=[N:40][CH:41]=5)=[CH:33][CH:32]=4)[CH:27]=3)[CH:22]=2)=[CH:19][N:20]=1)=[O:10])[CH:6]([CH3:8])[CH3:7].[CH3:48][O:49][C:50]([NH:52][C@H:53]([C:57]1[CH:62]=[CH:61][CH:60]=[CH:59][CH:58]=1)[C:54](O)=[O:55])=[O:51].CN(C(ON1N=NC2C=CC=NC1=2)=[N+](C)C)C.F[P-](F)(F)(F)(F)F.[O-]P([O-])([O-])=O.[K+].[K+].[K+].